Dataset: NCI-60 drug combinations with 297,098 pairs across 59 cell lines. Task: Regression. Given two drug SMILES strings and cell line genomic features, predict the synergy score measuring deviation from expected non-interaction effect. (1) Drug 1: CNC(=O)C1=CC=CC=C1SC2=CC3=C(C=C2)C(=NN3)C=CC4=CC=CC=N4. Drug 2: C1CCC(C(C1)N)N.C(=O)(C(=O)[O-])[O-].[Pt+4]. Cell line: OVCAR3. Synergy scores: CSS=5.18, Synergy_ZIP=-0.634, Synergy_Bliss=1.77, Synergy_Loewe=-3.06, Synergy_HSA=-1.34. (2) Drug 1: CCN(CC)CCCC(C)NC1=C2C=C(C=CC2=NC3=C1C=CC(=C3)Cl)OC. Drug 2: CC1C(C(CC(O1)OC2CC(CC3=C2C(=C4C(=C3O)C(=O)C5=C(C4=O)C(=CC=C5)OC)O)(C(=O)CO)O)N)O.Cl. Cell line: UACC-257. Synergy scores: CSS=37.7, Synergy_ZIP=-1.16, Synergy_Bliss=-1.27, Synergy_Loewe=-14.3, Synergy_HSA=-0.736. (3) Drug 2: CC(C)CN1C=NC2=C1C3=CC=CC=C3N=C2N. Cell line: UO-31. Synergy scores: CSS=6.70, Synergy_ZIP=-2.71, Synergy_Bliss=-1.83, Synergy_Loewe=-2.54, Synergy_HSA=-2.12. Drug 1: CC1C(C(CC(O1)OC2CC(CC3=C2C(=C4C(=C3O)C(=O)C5=C(C4=O)C(=CC=C5)OC)O)(C(=O)CO)O)N)O.Cl. (4) Drug 1: CNC(=O)C1=NC=CC(=C1)OC2=CC=C(C=C2)NC(=O)NC3=CC(=C(C=C3)Cl)C(F)(F)F. Drug 2: CCN(CC)CCCC(C)NC1=C2C=C(C=CC2=NC3=C1C=CC(=C3)Cl)OC. Cell line: SN12C. Synergy scores: CSS=11.7, Synergy_ZIP=-0.502, Synergy_Bliss=4.64, Synergy_Loewe=-17.9, Synergy_HSA=0.749. (5) Drug 1: COC1=NC(=NC2=C1N=CN2C3C(C(C(O3)CO)O)O)N. Drug 2: C1=CN(C=N1)CC(O)(P(=O)(O)O)P(=O)(O)O. Cell line: MDA-MB-231. Synergy scores: CSS=-4.51, Synergy_ZIP=1.71, Synergy_Bliss=1.32, Synergy_Loewe=-3.90, Synergy_HSA=-2.86. (6) Drug 1: CC1=CC2C(CCC3(C2CCC3(C(=O)C)OC(=O)C)C)C4(C1=CC(=O)CC4)C. Drug 2: CS(=O)(=O)CCNCC1=CC=C(O1)C2=CC3=C(C=C2)N=CN=C3NC4=CC(=C(C=C4)OCC5=CC(=CC=C5)F)Cl. Cell line: HS 578T. Synergy scores: CSS=-7.63, Synergy_ZIP=3.82, Synergy_Bliss=3.29, Synergy_Loewe=-4.60, Synergy_HSA=-3.06. (7) Drug 1: C1=CC(=C2C(=C1NCCNCCO)C(=O)C3=C(C=CC(=C3C2=O)O)O)NCCNCCO. Drug 2: CC1C(C(=O)NC(C(=O)N2CCCC2C(=O)N(CC(=O)N(C(C(=O)O1)C(C)C)C)C)C(C)C)NC(=O)C3=C4C(=C(C=C3)C)OC5=C(C(=O)C(=C(C5=N4)C(=O)NC6C(OC(=O)C(N(C(=O)CN(C(=O)C7CCCN7C(=O)C(NC6=O)C(C)C)C)C)C(C)C)C)N)C. Cell line: HL-60(TB). Synergy scores: CSS=26.9, Synergy_ZIP=4.47, Synergy_Bliss=-3.28, Synergy_Loewe=-6.51, Synergy_HSA=-2.59.